This data is from Experimentally validated miRNA-target interactions with 360,000+ pairs, plus equal number of negative samples. The task is: Binary Classification. Given a miRNA mature sequence and a target amino acid sequence, predict their likelihood of interaction. (1) The miRNA is mmu-miR-707 with sequence CAGUCAUGCCGCUUGCCUACG. The protein sequence of the target gene is MSLHQFLLEPITCHAWNRDRTQIALSPNNHEVHIYKKNGSQWVKAHELKEHNGHITGIDWAPKSDRIVTCGADRNAYVWSQKDGVWKPTLVILRINRAATFVKWSPLENKFAVGSGARLISVCYFESENDWWVSKHIKKPIRSTVLSLDWHPNNVLLAAGSCDFKCRVFSAYIKEVDEKPASTPWGSKMPFGQLMSEFGGSGTGGWVHGVSFSASGSRLAWVSHDSTVSVADASKSVQVSTLKTEFLPLLSVSFVSENSVVAAGHDCCPMLFNYDDRGCLTFVSKLDIPKQSIQRNMSAM.... Result: 0 (no interaction). (2) The miRNA is mmu-miR-325-3p with sequence UUUAUUGAGCACCUCCUAUCAA. The protein sequence of the target gene is MRLAQPDMVSAAPTEVDRLVWPLADGADKSPLGVLSTTEPLLRLQRTQRVWEVPELDAQYAKAFLELWPLGSFLVIGHEPGQVLMLKAGPSSGDINTYQIQRFPGGVSLESSNLCMPDCPHLLAFLSASRDVLPRTLLLPTPTVGAGDNHSDPHRLGCIQVDTSGRVLSVVNQLYLETHGGWGTETPQQTEPETGQKYSLAPRKPTPHRVSWVEDPLRPEAHHTGQEVHHPGADAHSLGSEVHFSCPALEEEEVNNDCYKDEDEEGCEDMLTAHIRALARTRSSYVARQYRCLRARLISD.... Result: 1 (interaction). (3) The miRNA is hsa-miR-5589-5p with sequence GGCUGGGUGCUCUUGUGCAGU. The protein sequence of the target gene is MEKAVNDGSHSEELFCHLKTISEKEDLPRCTSESHLSCLKQDILNEKTELEATLKEAELVTHSVELLLPLFKDTIEKINFENANLSALNLKISEQKEILIKELDTFKSVKLALEHLLRKRDYKQTGDNLSSMLLENLTDNESENTNLKKKVFEKEAHIQELSCLFQSEKANTLKANRFSQSVKVVHERLQIQIHKREAENDKLKEYVKSLETKIAKWNLQSRMNKNEAIVMKEASRQKTVALKKASKVYKQRLDHFTGAIEKLTSQIRDQEAKLSETISASNAWKSHYEKIVIEKTELEV.... Result: 1 (interaction). (4) The miRNA is hsa-miR-6505-3p with sequence UGACUUCUACCUCUUCCAAAG. The protein sequence of the target gene is MTIYQFLRLFVLWACLPHFCCPELTFRRTPGIQQMTAESRAPRSDGKILHRQKRGWMWNQFFLLEEYTGSDYQYVGKLHSDQDKGDGSLKYILSGDGAGTLFIIDEKTGDIHATRRIDREEKAFYTLRAQAINRRTLRPVEPESEFVIKIHDINDNEPTFPEEIYTASVPEMSVVGTSVVQVTATDADDPSYGNSARVIYSILQGQPYFSVEPETGIIRTALPNMNRENKEQYQVVIQAKDMGGQMGGLSGTTTVNITLTDVNDNPPRFPQNTIHLRVLESSPVGTAVGSVKATDADTGK.... Result: 0 (no interaction).